From a dataset of Forward reaction prediction with 1.9M reactions from USPTO patents (1976-2016). Predict the product of the given reaction. (1) The product is: [ClH:16].[NH2:8][C:9]1([CH2:14][OH:15])[CH2:13][CH2:12][O:11][CH2:10]1. Given the reactants C(OC([NH:8][C:9]1([CH2:14][OH:15])[CH2:13][CH2:12][O:11][CH2:10]1)=O)(C)(C)C.[ClH:16].O1CCOCC1, predict the reaction product. (2) Given the reactants [C:1]1([C:20]2[CH:25]=[CH:24][CH:23]=[CH:22][CH:21]=2)[CH:6]=[CH:5][C:4]([CH2:7][C@H:8]([NH:12][C:13]([O:15][C:16]([CH3:19])([CH3:18])[CH3:17])=[O:14])[C:9](O)=[O:10])=[CH:3][CH:2]=1.[CH3:26][N:27](C(ON1N=NC2C=CC=NC1=2)=[N+](C)C)[CH3:28].F[P-](F)(F)(F)(F)F.C(N(CC)CC)C.CNC, predict the reaction product. The product is: [C:1]1([C:20]2[CH:25]=[CH:24][CH:23]=[CH:22][CH:21]=2)[CH:6]=[CH:5][C:4]([CH2:7][C@H:8]([NH:12][C:13](=[O:14])[O:15][C:16]([CH3:19])([CH3:18])[CH3:17])[C:9]([N:27]([CH3:28])[CH3:26])=[O:10])=[CH:3][CH:2]=1.